From a dataset of Catalyst prediction with 721,799 reactions and 888 catalyst types from USPTO. Predict which catalyst facilitates the given reaction. (1) Reactant: [CH2:1]([O:3][CH:4]([O:18][CH2:19][CH3:20])[C:5]1[O:6][C:7]2[CH:13]=[C:12]([C:14]([O:16]C)=[O:15])[CH:11]=[CH:10][C:8]=2[CH:9]=1)[CH3:2].[OH-].[Na+]. Product: [CH2:19]([O:18][CH:4]([O:3][CH2:1][CH3:2])[C:5]1[O:6][C:7]2[CH:13]=[C:12]([C:14]([OH:16])=[O:15])[CH:11]=[CH:10][C:8]=2[CH:9]=1)[CH3:20]. The catalyst class is: 24. (2) Reactant: [F:1][C:2]([F:13])([F:12])[C:3]1[CH:8]=[CH:7][CH:6]=[CH:5][C:4]=1B(O)O.[Cl:14][C:15]1[C:20]([N+:21]([O-:23])=[O:22])=[C:19](Cl)[N:18]=[C:17]([CH3:25])[N:16]=1.C(=O)([O-])[O-].[Na+].[Na+]. Product: [Cl:14][C:15]1[C:20]([N+:21]([O-:23])=[O:22])=[C:19]([C:4]2[CH:5]=[CH:6][CH:7]=[CH:8][C:3]=2[C:2]([F:13])([F:12])[F:1])[N:18]=[C:17]([CH3:25])[N:16]=1. The catalyst class is: 48. (3) Reactant: [NH2:1][C:2]1[CH:7]=[CH:6][C:5]([C:8]2[CH:13]=[CH:12][C:11]([CH:14]([N:22]([CH3:39])[C:23](=[O:38])[CH2:24][N:25]3[C:30]4[CH:31]=[C:32]([Cl:36])[C:33]([Cl:35])=[CH:34][C:29]=4[O:28][CH2:27][C:26]3=[O:37])[CH2:15][N:16]3[CH2:21][CH2:20][O:19][CH2:18][CH2:17]3)=[CH:10][CH:9]=2)=[CH:4][CH:3]=1.[CH2:40]([S:42](Cl)(=[O:44])=[O:43])[CH3:41].C(N(CC)CC)C. The catalyst class is: 4. Product: [Cl:36][C:32]1[C:33]([Cl:35])=[CH:34][C:29]2[O:28][CH2:27][C:26](=[O:37])[N:25]([CH2:24][C:23]([N:22]([CH:14]([C:11]3[CH:12]=[CH:13][C:8]([C:5]4[CH:4]=[CH:3][C:2]([NH:1][S:42]([CH2:40][CH3:41])(=[O:44])=[O:43])=[CH:7][CH:6]=4)=[CH:9][CH:10]=3)[CH2:15][N:16]3[CH2:17][CH2:18][O:19][CH2:20][CH2:21]3)[CH3:39])=[O:38])[C:30]=2[CH:31]=1. (4) Reactant: [Br:1][C:2]1[CH:10]=[CH:9][C:5]([C:6]([OH:8])=O)=[CH:4][C:3]=1[O:11][CH3:12].C[N:14](C=O)C.[C:18](Cl)(=[O:22])[C:19](Cl)=O. Product: [Br:1][C:2]1[CH:10]=[CH:9][C:5]([C:6]([NH:14][CH2:19][CH2:18][OH:22])=[O:8])=[CH:4][C:3]=1[O:11][CH3:12]. The catalyst class is: 2. (5) Reactant: C([O:3][C:4]([CH:6]1[CH2:8][CH:7]1[CH2:9][C:10]1[CH:11]=[C:12]2[C:16](=[CH:17][CH:18]=1)[NH:15][CH:14]=[C:13]2[C:19]#[N:20])=[O:5])C.O.[OH-].[Li+]. Product: [C:19]([C:13]1[C:12]2[C:16](=[CH:17][CH:18]=[C:10]([CH2:9][CH:7]3[CH2:8][CH:6]3[C:4]([OH:5])=[O:3])[CH:11]=2)[NH:15][CH:14]=1)#[N:20]. The catalyst class is: 5. (6) Reactant: [N+:1]([C:4]1[CH:12]=[CH:11][CH:10]=[C:9]2[C:5]=1[CH:6]=[N:7][NH:8]2)([O-:3])=[O:2].[C:13]([O:17][C:18](O[C:18]([O:17][C:13]([CH3:16])([CH3:15])[CH3:14])=[O:19])=[O:19])([CH3:16])([CH3:15])[CH3:14]. Product: [N+:1]([C:4]1[CH:12]=[CH:11][CH:10]=[C:9]2[C:5]=1[CH:6]=[N:7][N:8]2[C:18]([O:17][C:13]([CH3:16])([CH3:15])[CH3:14])=[O:19])([O-:3])=[O:2]. The catalyst class is: 616. (7) Reactant: [C:1]([O:5][C:6]([NH:8][C:9]1([C:12]([OH:14])=O)[CH2:11][CH2:10]1)=[O:7])([CH3:4])([CH3:3])[CH3:2].[NH2:15][CH2:16][C:17]1[N:22]=[CH:21][C:20]([NH:23][C:24]2[CH:29]=[CH:28][C:27]([Cl:30])=[CH:26][C:25]=2[C:31]([F:34])([F:33])[F:32])=[CH:19][CH:18]=1. Product: [Cl:30][C:27]1[CH:28]=[CH:29][C:24]([NH:23][C:20]2[CH:19]=[CH:18][C:17]([CH2:16][NH:15][C:12]([C:9]3([NH:8][C:6](=[O:7])[O:5][C:1]([CH3:2])([CH3:3])[CH3:4])[CH2:10][CH2:11]3)=[O:14])=[N:22][CH:21]=2)=[C:25]([C:31]([F:34])([F:32])[F:33])[CH:26]=1. The catalyst class is: 6. (8) Reactant: [C:1](=[O:4])([O-])[O-:2].[Na+].[Na+].[Br:7][C:8]1[CH:13]=[CH:12][C:11](C)=[C:10]([N+:15]([O-:17])=[O:16])[CH:9]=1.[Mn]([O-])(=O)(=O)=O.[K+]. Product: [Br:7][C:8]1[CH:13]=[CH:12][C:11]([C:1]([OH:2])=[O:4])=[C:10]([N+:15]([O-:17])=[O:16])[CH:9]=1. The catalyst class is: 6.